From a dataset of Reaction yield outcomes from USPTO patents with 853,638 reactions. Predict the reaction yield, written as a fraction of the theoretical maximum amount of product (1.0 means a 100% yield; for example, 0.34 means a 34% yield). (1) The reactants are C[O:2][C:3]([C:5]1[S:6][CH:7]=[CH:8][C:9]=1[N:10]([CH2:22][C:23]1[CH:28]=[CH:27][CH:26]=[CH:25][CH:24]=1)[S:11]([C:14]1[CH:19]=[CH:18][C:17]([O:20][CH3:21])=[CH:16][CH:15]=1)(=[O:13])=[O:12])=[O:4].C1COCC1.[OH-].[Na+]. The catalyst is CO. The product is [CH2:22]([N:10]([S:11]([C:14]1[CH:15]=[CH:16][C:17]([O:20][CH3:21])=[CH:18][CH:19]=1)(=[O:13])=[O:12])[C:9]1[CH:8]=[CH:7][S:6][C:5]=1[C:3]([OH:4])=[O:2])[C:23]1[CH:28]=[CH:27][CH:26]=[CH:25][CH:24]=1. The yield is 0.920. (2) The reactants are [NH2:1][C:2]1[C:3]2[N:4]([N:11]=[C:12]([C:14]3[O:15][CH:16]=[CH:17][CH:18]=3)[N:13]=2)[CH:5]=[C:6](C(O)=O)[N:7]=1.[CH3:19][C:20]([OH:23])([CH3:22])[CH3:21].C1(P(N=[N+]=[N-])(C2C=CC=CC=2)=O)C=CC=CC=1.C[N:42]([CH:44]=[O:45])C. No catalyst specified. The product is [C:20]([O:23][C:44](=[O:45])[NH:42][C:6]1[N:7]=[C:2]([NH2:1])[C:3]2[N:4]([N:11]=[C:12]([C:14]3[O:15][CH:16]=[CH:17][CH:18]=3)[N:13]=2)[CH:5]=1)([CH3:22])([CH3:21])[CH3:19]. The yield is 0.160. (3) The reactants are C[O:2][C:3](=[O:49])[CH2:4][C:5]([CH3:48])([CH3:47])[CH2:6][CH2:7][N:8]1[CH2:14][CH2:13][CH2:12][C@H:11]([N:15]([CH2:22][C:23]2[CH:28]=[C:27]([C:29]([F:32])([F:31])[F:30])[CH:26]=[C:25]([C:33]([F:36])([F:35])[F:34])[CH:24]=2)[C:16]2[N:17]=[N:18][N:19]([CH3:21])[N:20]=2)[C:10]2[CH:37]=[C:38]([CH3:46])[C:39]([C:42]([F:45])([F:44])[F:43])=[C:40]([CH3:41])[C:9]1=2. The catalyst is [OH-].[Na+].CO. The product is [F:31][C:29]([F:30])([F:32])[C:27]1[CH:28]=[C:23]([CH:24]=[C:25]([C:33]([F:36])([F:35])[F:34])[CH:26]=1)[CH2:22][N:15]([C:16]1[N:17]=[N:18][N:19]([CH3:21])[N:20]=1)[C@H:11]1[CH2:12][CH2:13][CH2:14][N:8]([CH2:7][CH2:6][C:5]([CH3:47])([CH3:48])[CH2:4][C:3]([OH:49])=[O:2])[C:9]2[C:40]([CH3:41])=[C:39]([C:42]([F:43])([F:44])[F:45])[C:38]([CH3:46])=[CH:37][C:10]1=2. The yield is 0.880. (4) The reactants are [C:1]1([CH2:11][NH:12][S:13]([C:16]2[CH:17]=[C:18]([CH:22]=[CH:23][C:24]([OH:26])=O)[CH:19]=[CH:20][CH:21]=2)(=[O:15])=[O:14])[C:10]2[C:5](=[CH:6][CH:7]=[CH:8][CH:9]=2)[CH:4]=[CH:3][CH:2]=1.[Cl:27]CCl. The catalyst is CN(C)C=O. The product is [C:1]1([CH2:11][NH:12][S:13]([C:16]2[CH:17]=[C:18]([CH:22]=[CH:23][C:24]([Cl:27])=[O:26])[CH:19]=[CH:20][CH:21]=2)(=[O:15])=[O:14])[C:10]2[C:5](=[CH:6][CH:7]=[CH:8][CH:9]=2)[CH:4]=[CH:3][CH:2]=1. The yield is 0.980. (5) The reactants are [Cl:1][C:2]1[CH:7]=[CH:6][C:5]([C@H:8]2[CH2:13][CH2:12][C@H:11]([C:14](O)=O)[CH2:10][CH2:9]2)=[CH:4][CH:3]=1.C(#N)C.[C:20]1(=[O:31])[C:29]2[C:24](=[CH:25][CH:26]=[CH:27][CH:28]=2)[C:23](=[O:30])[CH:22]=C1.S(OOS([O-])(=O)=O)([O-])(=O)=O.[NH4+].[NH4+]. The catalyst is O.[N+]([O-])([O-])=O.[Ag+]. The product is [Cl:1][C:2]1[CH:3]=[CH:4][C:5]([C@H:8]2[CH2:9][CH2:10][C@H:11]([C:14]3[C:20](=[O:31])[C:29]4[C:24]([C:23](=[O:30])[CH:22]=3)=[CH:25][CH:26]=[CH:27][CH:28]=4)[CH2:12][CH2:13]2)=[CH:6][CH:7]=1. The yield is 0.200. (6) The reactants are [I:1]N1C(=O)CCC1=O.[Br:9][C:10]1[C:11]([CH:16]=[O:17])=[CH:12][S:13][C:14]=1[Cl:15].C(OCC)(=O)C. The catalyst is FC(F)(F)C(O)=O. The product is [Br:9][C:10]1[C:11]([CH:16]=[O:17])=[C:12]([I:1])[S:13][C:14]=1[Cl:15]. The yield is 0.950.